Dataset: Forward reaction prediction with 1.9M reactions from USPTO patents (1976-2016). Task: Predict the product of the given reaction. (1) The product is: [Cl:1][C:2]1[CH:10]=[CH:9][C:8]2[N:7](/[CH:34]=[C:35](/[C:37]3[CH:42]=[CH:41][C:40]([F:43])=[CH:39][CH:38]=3)\[CH3:36])[C:6]3[CH2:11][CH:12]([CH3:16])[N:13]([CH3:15])[CH2:14][C:5]=3[C:4]=2[CH:3]=1. Given the reactants [Cl:1][C:2]1[CH:10]=[CH:9][C:8]2[NH:7][C:6]3[CH2:11][CH:12]([CH3:16])[N:13]([CH3:15])[CH2:14][C:5]=3[C:4]=2[CH:3]=1.N1CCC[C@H]1C(O)=O.P([O-])([O-])([O-])=O.[K+].[K+].[K+].Br[CH:34]=[C:35]([C:37]1[CH:42]=[CH:41][C:40]([F:43])=[CH:39][CH:38]=1)[CH3:36], predict the reaction product. (2) The product is: [C:3]([O:7][C:8]([NH:10][C@H:11]1[C@@H:15]([CH3:16])[CH2:14][N:13]([C:17]2[CH:26]=[C:25]3[C:20]([C:21](=[O:35])[C:22]([C:30]([OH:32])=[O:31])=[CH:23][N:24]3[CH:27]3[CH2:29][CH2:28]3)=[CH:19][C:18]=2[F:36])[CH2:12]1)=[O:9])([CH3:4])([CH3:5])[CH3:6]. Given the reactants [OH-].[Na+].[C:3]([O:7][C:8]([NH:10][C@H:11]1[C@@H:15]([CH3:16])[CH2:14][N:13]([C:17]2[CH:26]=[C:25]3[C:20]([C:21](=[O:35])[C:22]([C:30]([O:32]CC)=[O:31])=[CH:23][N:24]3[CH:27]3[CH2:29][CH2:28]3)=[CH:19][C:18]=2[F:36])[CH2:12]1)=[O:9])([CH3:6])([CH3:5])[CH3:4].Cl, predict the reaction product. (3) Given the reactants [CH2:1]([C:9]1[CH:24]=[CH:23][C:12]([CH:13]=[N:14][NH:15][C:16]([O:18][C:19]([CH3:22])([CH3:21])[CH3:20])=[O:17])=[CH:11][CH:10]=1)[CH2:2][CH2:3][CH2:4][CH2:5][CH2:6][CH2:7][CH3:8].CC(O)=O, predict the reaction product. The product is: [CH2:1]([C:9]1[CH:24]=[CH:23][C:12]([CH2:13][NH:14][NH:15][C:16]([O:18][C:19]([CH3:22])([CH3:21])[CH3:20])=[O:17])=[CH:11][CH:10]=1)[CH2:2][CH2:3][CH2:4][CH2:5][CH2:6][CH2:7][CH3:8]. (4) Given the reactants [Na].C([O-])(=O)C=C.[NH4+].[Na+].[C:9]([NH:14][C:15]1[CH:16]=[C:17]([OH:24])[C:18](=[CH:22][CH:23]=1)[C:19]([O-:21])=[O:20])(=[O:13])[C:10]([CH3:12])=[CH2:11].[Na+].C(NC(C)(C)CS([O-])(=O)=O)(=O)C=C.C(N)(=O)C=C, predict the reaction product. The product is: [C:9]([NH:14][C:15]1[CH:16]=[C:17]([OH:24])[C:18](=[CH:22][CH:23]=1)[C:19]([OH:21])=[O:20])(=[O:13])[C:10]([CH3:12])=[CH2:11]. (5) The product is: [C:1]([C:5]1[CH:6]=[C:7]([NH:11][C:12]([C:14]2[CH:23]=[CH:22][C:21]3[C:16](=[CH:17][C:18]([O:24][C:25]4[CH:30]=[CH:29][N:28]=[C:27]([NH:31][C:32](=[O:35])[CH2:33][N:46]5[CH2:47][CH2:48][N:43]([CH3:42])[CH2:44][CH2:45]5)[CH:26]=4)=[CH:19][CH:20]=3)[CH:15]=2)=[O:13])[CH:8]=[CH:9][CH:10]=1)([CH3:4])([CH3:3])[CH3:2]. Given the reactants [C:1]([C:5]1[CH:6]=[C:7]([NH:11][C:12]([C:14]2[CH:23]=[CH:22][C:21]3[C:16](=[CH:17][C:18]([O:24][C:25]4[CH:30]=[CH:29][N:28]=[C:27]([NH:31][C:32](=[O:35])[CH2:33]Cl)[CH:26]=4)=[CH:19][CH:20]=3)[CH:15]=2)=[O:13])[CH:8]=[CH:9][CH:10]=1)([CH3:4])([CH3:3])[CH3:2].C(=O)([O-])[O-].[K+].[K+].[CH3:42][N:43]1[CH2:48][CH2:47][NH:46][CH2:45][CH2:44]1, predict the reaction product. (6) Given the reactants [O:1]1[C:5]2([CH2:10][CH2:9][NH:8][CH2:7][CH2:6]2)[O:4][CH2:3][CH2:2]1.[C:11]([O:15][C:16](=[O:36])[C:17]([CH2:32][C:33]#[C:34][CH3:35])([S:22]([C:25]1[CH:30]=[CH:29][C:28](F)=[CH:27][CH:26]=1)(=[O:24])=[O:23])[CH2:18][C:19]#[C:20][CH3:21])([CH3:14])([CH3:13])[CH3:12], predict the reaction product. The product is: [C:11]([O:15][C:16](=[O:36])[C:17]([CH2:18][C:19]#[C:20][CH3:21])([S:22]([C:25]1[CH:26]=[CH:27][C:28]([N:8]2[CH2:9][CH2:10][C:5]3([O:4][CH2:3][CH2:2][O:1]3)[CH2:6][CH2:7]2)=[CH:29][CH:30]=1)(=[O:24])=[O:23])[CH2:32][C:33]#[C:34][CH3:35])([CH3:14])([CH3:13])[CH3:12].